Dataset: Forward reaction prediction with 1.9M reactions from USPTO patents (1976-2016). Task: Predict the product of the given reaction. (1) Given the reactants [CH3:1][C:2]1[CH:7]=[CH:6][CH:5]=[CH:4][C:3]=1[C:8](=O)[CH2:9][C:10](=O)[C:11]([F:14])([F:13])[F:12].CCC(C1C=CC=CC=1)=O.[NH2:27][C:28]1[N:29]=[CH:30][NH:31][C:32]=1[C:33]#[N:34], predict the reaction product. The product is: [CH3:1][C:2]1[CH:7]=[CH:6][CH:5]=[CH:4][C:3]=1[C:8]1[CH:9]=[C:10]([C:11]([F:14])([F:13])[F:12])[N:29]2[CH:30]=[N:31][C:32]([C:33]#[N:34])=[C:28]2[N:27]=1. (2) Given the reactants [CH3:1][O:2][C:3]1[CH:8]=[CH:7][C:6]([C:9]2[C:14]([CH2:15][OH:16])=[CH:13][N:12]=[C:11](SC)[N:10]=2)=[CH:5][CH:4]=1, predict the reaction product. The product is: [CH3:1][O:2][C:3]1[CH:4]=[CH:5][C:6]([C:9]2[C:14]([CH2:15][OH:16])=[CH:13][N:12]=[CH:11][N:10]=2)=[CH:7][CH:8]=1. (3) Given the reactants Cl[C:2]1[C:7]([C:8]([OH:10])=[O:9])=[CH:6][N:5]=[C:4]([Cl:11])[C:3]=1[CH3:12].[Cl:13][C:14]1[CH:15]=[C:16]([CH:18]=[CH:19][CH:20]=1)[NH2:17], predict the reaction product. The product is: [Cl:11][C:4]1[C:3]([CH3:12])=[C:2]([NH:17][C:16]2[CH:18]=[CH:19][CH:20]=[C:14]([Cl:13])[CH:15]=2)[C:7]([C:8]([OH:10])=[O:9])=[CH:6][N:5]=1. (4) Given the reactants [C:12]([O:11][C:9](O[C:9]([O:11][C:12]([CH3:15])([CH3:14])[CH3:13])=[O:10])=[O:10])([CH3:15])([CH3:14])[CH3:13].[F:16][C:17]([F:35])([F:34])[C:18]1[CH:33]=[CH:32][C:21]([CH2:22][NH:23][C:24]2[N:29]=[CH:28][C:27]([CH:30]=[O:31])=[CH:26][CH:25]=2)=[CH:20][CH:19]=1.C(N(C(C)C)CC)(C)C, predict the reaction product. The product is: [C:12]([O:11][C:9](=[O:10])[N:23]([C:24]1[CH:25]=[CH:26][C:27]([CH:30]=[O:31])=[CH:28][N:29]=1)[CH2:22][C:21]1[CH:32]=[CH:33][C:18]([C:17]([F:16])([F:34])[F:35])=[CH:19][CH:20]=1)([CH3:13])([CH3:14])[CH3:15]. (5) Given the reactants [Cl:1][C:2]1[CH:7]=[C:6]([N+:8]([O-:10])=[O:9])[CH:5]=[CH:4][C:3]=1[N:11]=[C:12]=[O:13].[NH2:14][C:15]1[CH:20]=[CH:19][CH:18]=[CH:17][CH:16]=1, predict the reaction product. The product is: [Cl:1][C:2]1[CH:7]=[C:6]([N+:8]([O-:10])=[O:9])[CH:5]=[CH:4][C:3]=1[NH:11][C:12]([NH:14][C:15]1[CH:20]=[CH:19][CH:18]=[CH:17][CH:16]=1)=[O:13]. (6) Given the reactants [Cl:1][C:2]1[CH:7]=[CH:6][C:5]([C:8]#[C:9][C:10]2[CH:30]=[CH:29][C:13]([CH2:14][NH:15][C:16]3[CH:28]=[CH:27][C:19]4[O:20][C:21]([CH3:26])([CH3:25])[O:22][C:23](=[O:24])[C:18]=4[CH:17]=3)=[CH:12][CH:11]=2)=[CH:4][CH:3]=1.[CH:31]1([CH2:36][CH2:37][C:38](Cl)=[O:39])[CH2:35][CH2:34][CH2:33][CH2:32]1, predict the reaction product. The product is: [Cl:1][C:2]1[CH:3]=[CH:4][C:5]([C:8]#[C:9][C:10]2[CH:30]=[CH:29][C:13]([CH2:14][N:15]([C:16]3[CH:28]=[CH:27][C:19]4[O:20][C:21]([CH3:26])([CH3:25])[O:22][C:23](=[O:24])[C:18]=4[CH:17]=3)[C:38](=[O:39])[CH2:37][CH2:36][CH:31]3[CH2:35][CH2:34][CH2:33][CH2:32]3)=[CH:12][CH:11]=2)=[CH:6][CH:7]=1.